This data is from Reaction yield outcomes from USPTO patents with 853,638 reactions. The task is: Predict the reaction yield, written as a fraction of the theoretical maximum amount of product (1.0 means a 100% yield; for example, 0.34 means a 34% yield). The reactants are [C:1]([NH:5][S:6]([C:9]1[CH:13]=[CH:12][N:11](S(C2C=CC(C)=CC=2)(=O)=O)[CH:10]=1)(=[O:8])=[O:7])([CH3:4])([CH3:3])[CH3:2].CO.O.C([O-])([O-])=O.[K+].[K+]. The catalyst is C1COCC1.CC(O)=O. The product is [C:1]([NH:5][S:6]([C:9]1[CH:13]=[CH:12][NH:11][CH:10]=1)(=[O:8])=[O:7])([CH3:4])([CH3:2])[CH3:3]. The yield is 0.690.